Predict the product of the given reaction. From a dataset of Forward reaction prediction with 1.9M reactions from USPTO patents (1976-2016). Given the reactants [Br:1][C:2]1[CH:3]=C([CH:7]=[C:8]([O:10][C@@H:11]([CH3:18])[CH2:12][O:13][C:14]([CH3:17])([CH3:16])[CH3:15])[CH:9]=1)C#N.[OH-:19].[Na+].[CH2:21]([OH:23])[CH3:22], predict the reaction product. The product is: [Br:1][C:2]1[CH:3]=[C:22]([CH:7]=[C:8]([O:10][C@@H:11]([CH3:18])[CH2:12][O:13][C:14]([CH3:17])([CH3:16])[CH3:15])[CH:9]=1)[C:21]([OH:19])=[O:23].